Dataset: hERG potassium channel inhibition data for cardiac toxicity prediction from Karim et al.. Task: Regression/Classification. Given a drug SMILES string, predict its toxicity properties. Task type varies by dataset: regression for continuous values (e.g., LD50, hERG inhibition percentage) or binary classification for toxic/non-toxic outcomes (e.g., AMES mutagenicity, cardiotoxicity, hepatotoxicity). Dataset: herg_karim. (1) The drug is CCOC(=O)C1=C(CN2CCOCC2)NC(c2ccccn2)=NC1c1ccc(F)cc1Br. The result is 1 (blocker). (2) The drug is COc1cccc(N2CCN(CCCCCCN3CCN(c4cccc(OC)c4)CC3)CC2)c1. The result is 1 (blocker). (3) The result is 0 (non-blocker). The molecule is CC(C)(C)C(=O)N1CCC(c2ccc(C(=O)NC(=N)N)cc2C(F)(F)F)CC1. (4) The molecule is COC(=O)C(CCC(=O)N(C)CCCc1nc2ccccc2[nH]1)(c1ccc(Br)cc1)C(C)C. The result is 0 (non-blocker). (5) The drug is O=C1OCc2ccc(CCN3CCN(C(=O)Cc4ccc(-n5cnnn5)cc4)CC3)cc21. The result is 0 (non-blocker). (6) The compound is CC1CN(C(=O)c2ccc(-c3ccccc3F)cc2)CCN1C(=O)c1ccc2cc[nH]c2c1. The result is 0 (non-blocker). (7) The drug is CN(C)CCN1C2CCC1CC(NC(c1ccc(F)cc1)c1ccc(F)cc1)C2. The result is 1 (blocker).